This data is from Forward reaction prediction with 1.9M reactions from USPTO patents (1976-2016). The task is: Predict the product of the given reaction. (1) Given the reactants Br[C:2]1[CH:23]=[CH:22][C:5]2[N:6]=[C:7]([O:9][CH:10]3[CH2:15][CH2:14][N:13]([C:16]4[S:17][C:18]([CH3:21])=[N:19][N:20]=4)[CH2:12][CH2:11]3)[S:8][C:4]=2[CH:3]=1.CC1(C)C(C)(C)OB([C:32]2[CH2:37][CH2:36][N:35]([C:38]([O:40][C:41]([CH3:44])([CH3:43])[CH3:42])=[O:39])[CH2:34][CH:33]=2)O1.C(=O)([O-])[O-].[K+].[K+], predict the reaction product. The product is: [CH3:21][C:18]1[S:17][C:16]([N:13]2[CH2:14][CH2:15][CH:10]([O:9][C:7]3[S:8][C:4]4[CH:3]=[C:2]([C:32]5[CH2:37][CH2:36][N:35]([C:38]([O:40][C:41]([CH3:44])([CH3:43])[CH3:42])=[O:39])[CH2:34][CH:33]=5)[CH:23]=[CH:22][C:5]=4[N:6]=3)[CH2:11][CH2:12]2)=[N:20][N:19]=1. (2) Given the reactants [Cl:1][C:2]1[CH:27]=[CH:26][CH:25]=[CH:24][C:3]=1[CH2:4][C:5]1[C:12](=[O:13])[N:8]2[CH2:9][CH2:10][CH2:11][N:7]2[C:6]=1[C:14]1[CH:19]=[CH:18][N:17]=[C:16](S(C)(=O)=O)[N:15]=1.N[CH:29]1[CH2:34][CH2:33][CH2:32][CH2:31][O:30]1.C[N:36]1C(=O)CCC1, predict the reaction product. The product is: [Cl:1][C:2]1[CH:27]=[CH:26][CH:25]=[CH:24][C:3]=1[CH2:4][C:5]1[C:12](=[O:13])[N:8]2[CH2:9][CH2:10][CH2:11][N:7]2[C:6]=1[C:14]1[CH:19]=[CH:18][N:17]=[C:16]([NH:36][CH:33]2[CH2:32][CH2:31][O:30][CH2:29][CH2:34]2)[N:15]=1. (3) Given the reactants [C:1]([O:5][C:6](=[O:22])[NH:7][C:8]1[CH:13]=[CH:12][C:11]([CH2:14][NH:15][C:16](=[O:20])[CH2:17][C:18]#[N:19])=[C:10]([CH3:21])[N:9]=1)([CH3:4])([CH3:3])[CH3:2].C(OC(=O)NC1C=CC(CN)=C(C)N=1)(C)(C)C.[Br:40][C:41]1[CH:46]=[CH:45][C:44]([C:47](=O)[CH2:48][C:49](=O)[C:50]([F:53])([F:52])[F:51])=[CH:43][CH:42]=1.C1CCN2C(=NCCC2)CC1, predict the reaction product. The product is: [C:1]([O:5][C:6](=[O:22])[NH:7][C:8]1[CH:13]=[CH:12][C:11]([CH2:14][N:15]2[C:47]([C:44]3[CH:43]=[CH:42][C:41]([Br:40])=[CH:46][CH:45]=3)=[CH:48][C:49]([C:50]([F:53])([F:51])[F:52])=[C:17]([C:18]#[N:19])[C:16]2=[O:20])=[C:10]([CH3:21])[N:9]=1)([CH3:4])([CH3:3])[CH3:2].